Dataset: NCI-60 drug combinations with 297,098 pairs across 59 cell lines. Task: Regression. Given two drug SMILES strings and cell line genomic features, predict the synergy score measuring deviation from expected non-interaction effect. (1) Drug 1: CC12CCC(CC1=CCC3C2CCC4(C3CC=C4C5=CN=CC=C5)C)O. Drug 2: CC(C)CN1C=NC2=C1C3=CC=CC=C3N=C2N. Cell line: IGROV1. Synergy scores: CSS=3.83, Synergy_ZIP=-0.947, Synergy_Bliss=0.145, Synergy_Loewe=-1.87, Synergy_HSA=-0.269. (2) Cell line: NCI/ADR-RES. Synergy scores: CSS=1.65, Synergy_ZIP=-0.123, Synergy_Bliss=-2.56, Synergy_Loewe=-0.574, Synergy_HSA=-4.99. Drug 2: C1CN(P(=O)(OC1)NCCCl)CCCl. Drug 1: C1=NNC2=C1C(=O)NC=N2. (3) Drug 1: CCC(=C(C1=CC=CC=C1)C2=CC=C(C=C2)OCCN(C)C)C3=CC=CC=C3.C(C(=O)O)C(CC(=O)O)(C(=O)O)O. Drug 2: C(CN)CNCCSP(=O)(O)O. Cell line: U251. Synergy scores: CSS=7.89, Synergy_ZIP=-3.00, Synergy_Bliss=-1.21, Synergy_Loewe=-20.0, Synergy_HSA=-6.62. (4) Drug 1: CC(C)(C#N)C1=CC(=CC(=C1)CN2C=NC=N2)C(C)(C)C#N. Cell line: OVCAR-5. Synergy scores: CSS=1.04, Synergy_ZIP=1.10, Synergy_Bliss=0.837, Synergy_Loewe=1.75, Synergy_HSA=-1.10. Drug 2: COC1=NC(=NC2=C1N=CN2C3C(C(C(O3)CO)O)O)N. (5) Drug 1: CCC1(C2=C(COC1=O)C(=O)N3CC4=CC5=C(C=CC(=C5CN(C)C)O)N=C4C3=C2)O.Cl. Drug 2: B(C(CC(C)C)NC(=O)C(CC1=CC=CC=C1)NC(=O)C2=NC=CN=C2)(O)O. Cell line: HS 578T. Synergy scores: CSS=32.2, Synergy_ZIP=-4.83, Synergy_Bliss=-6.04, Synergy_Loewe=-3.97, Synergy_HSA=-3.77.